This data is from Reaction yield outcomes from USPTO patents with 853,638 reactions. The task is: Predict the reaction yield, written as a fraction of the theoretical maximum amount of product (1.0 means a 100% yield; for example, 0.34 means a 34% yield). The reactants are Cl[C:2]1[C:3]2[CH:11]=[C:10]([C:12]3[CH:17]=[CH:16][C:15]([F:18])=[CH:14][CH:13]=3)[S:9][C:4]=2[N:5]=[C:6]([CH3:8])[N:7]=1.[Cl:19][C:20]1[CH:21]=[C:22]([CH:24]=[CH:25][C:26]=1[F:27])[NH2:23]. The catalyst is ClCCCl.CC(O)(C)C. The product is [Cl:19][C:20]1[CH:21]=[C:22]([NH:23][C:2]2[C:3]3[CH:11]=[C:10]([C:12]4[CH:17]=[CH:16][C:15]([F:18])=[CH:14][CH:13]=4)[S:9][C:4]=3[N:5]=[C:6]([CH3:8])[N:7]=2)[CH:24]=[CH:25][C:26]=1[F:27]. The yield is 0.530.